Dataset: Catalyst prediction with 721,799 reactions and 888 catalyst types from USPTO. Task: Predict which catalyst facilitates the given reaction. Reactant: [F:1][C:2]1[CH:7]=[CH:6][C:5]([C:8]2[N:12]([CH2:13][CH2:14][C:15](=[O:17])[CH3:16])[N:11]=[C:10]([CH3:18])[C:9]=2[C:19]2[CH:20]=[CH:21][C:22]3[O:27][CH2:26][C:25](=[O:28])[NH:24][C:23]=3[CH:29]=2)=[CH:4][CH:3]=1.CO.[BH4-].[Na+].O. Product: [F:1][C:2]1[CH:3]=[CH:4][C:5]([C:8]2[N:12]([CH2:13][CH2:14][CH:15]([OH:17])[CH3:16])[N:11]=[C:10]([CH3:18])[C:9]=2[C:19]2[CH:20]=[CH:21][C:22]3[O:27][CH2:26][C:25](=[O:28])[NH:24][C:23]=3[CH:29]=2)=[CH:6][CH:7]=1. The catalyst class is: 7.